This data is from Forward reaction prediction with 1.9M reactions from USPTO patents (1976-2016). The task is: Predict the product of the given reaction. (1) Given the reactants C([O:4][C:5]1[C:10](=[O:11])[N:9]([CH:12]([CH3:14])[CH3:13])[C:8](=[O:15])[N:7]2[CH:16]([CH2:29][CH2:30][NH:31][CH3:32])[CH2:17][N:18]([CH2:21][C:22]3[CH:27]=[CH:26][C:25]([F:28])=[CH:24][CH:23]=3)[C:19](=[O:20])[C:6]=12)(=O)C.[CH3:33][S:34](Cl)(=[O:36])=[O:35].C(N(CC)CC)C, predict the reaction product. The product is: [F:28][C:25]1[CH:26]=[CH:27][C:22]([CH2:21][N:18]2[CH2:17][CH:16]([CH2:29][CH2:30][N:31]([CH3:32])[S:34]([CH3:33])(=[O:36])=[O:35])[N:7]3[C:8](=[O:15])[N:9]([CH:12]([CH3:14])[CH3:13])[C:10](=[O:11])[C:5]([OH:4])=[C:6]3[C:19]2=[O:20])=[CH:23][CH:24]=1. (2) Given the reactants [CH3:1][C:2]1[NH:3][C:4]([CH3:16])=[CH:5][C:6](=O)[C:7]=1[C:8]([C:10]1[S:11][CH:12]=[CH:13][CH:14]=1)=[O:9].C(=O)([O-])[O-].[Na+].[Na+].P(Cl)(Cl)([Cl:25])=O, predict the reaction product. The product is: [Cl:25][C:6]1[CH:5]=[C:4]([CH3:16])[N:3]=[C:2]([CH3:1])[C:7]=1[C:8]([C:10]1[S:11][CH:12]=[CH:13][CH:14]=1)=[O:9].